Dataset: Reaction yield outcomes from USPTO patents with 853,638 reactions. Task: Predict the reaction yield, written as a fraction of the theoretical maximum amount of product (1.0 means a 100% yield; for example, 0.34 means a 34% yield). (1) The reactants are [H-].[Na+].[Br:3][C:4]1[CH:9]=[CH:8][C:7]([C:10]2[C:14]3[CH2:15][C:16]4[S:17][CH:18]=[CH:19][C:20]=4[C:13]=3[NH:12][N:11]=2)=[CH:6][CH:5]=1.[CH3:21][Si:22]([CH2:25][CH2:26][O:27][CH2:28]Cl)([CH3:24])[CH3:23]. The catalyst is C1COCC1. The product is [Br:3][C:4]1[CH:9]=[CH:8][C:7]([C:10]2[C:14]3[CH2:15][C:16]4[S:17][CH:18]=[CH:19][C:20]=4[C:13]=3[N:12]([CH2:28][O:27][CH2:26][CH2:25][Si:22]([CH3:24])([CH3:23])[CH3:21])[N:11]=2)=[CH:6][CH:5]=1. The yield is 0.690. (2) The reactants are [Br:1][C:2]1[CH:7]=[CH:6][C:5]([C@@H:8]([NH:10][CH2:11][CH2:12][C:13]([C:15]2[CH:20]=[CH:19][C:18]([F:21])=[CH:17][CH:16]=2)=O)[CH3:9])=[CH:4][CH:3]=1.[CH3:22][C:23]([S@:26]([NH2:28])=[O:27])([CH3:25])[CH3:24]. The catalyst is C1COCC1.[Cl-].[Na+].O. The product is [Br:1][C:2]1[CH:7]=[CH:6][C:5]([C@@H:8]([NH:10][CH2:11][CH2:12][C:13](=[N:28][S@@:26]([C:23]([CH3:25])([CH3:24])[CH3:22])=[O:27])[C:15]2[CH:20]=[CH:19][C:18]([F:21])=[CH:17][CH:16]=2)[CH3:9])=[CH:4][CH:3]=1. The yield is 0.590. (3) The reactants are [OH-:1].[Na+].[C:3]([C:6]1[CH:11]=[CH:10][C:9]([N:12]2[CH2:16][CH2:15][N:14]([C:17]3[CH:18]=[N:19][CH:20]=[CH:21][C:22]=3[CH3:23])[C:13]2=[O:24])=[CH:8][C:7]=1[F:25])(=O)[CH3:4].Cl.[NH2:27]O.CO. The catalyst is O.C(O)C.C(Cl)(Cl)Cl. The product is [F:25][C:7]1[CH:8]=[C:9]([N:12]2[CH2:16][CH2:15][N:14]([C:17]3[CH:18]=[N:19][CH:20]=[CH:21][C:22]=3[CH3:23])[C:13]2=[O:24])[CH:10]=[CH:11][C:6]=1[C:3](=[N:27][OH:1])[CH3:4]. The yield is 0.879. (4) The reactants are Cl.[I:2][C:3]1[CH:15]=[CH:14][C:6]([O:7][CH:8]2[CH2:13][CH2:12][NH:11][CH2:10][CH2:9]2)=[CH:5][CH:4]=1.[BH-](OC(C)=O)(OC(C)=O)OC(C)=O.[Na+].[O:30]1[CH2:33][C:32](=O)[CH2:31]1. The yield is 0.830. The product is [I:2][C:3]1[CH:15]=[CH:14][C:6]([O:7][CH:8]2[CH2:9][CH2:10][N:11]([CH:32]3[CH2:33][O:30][CH2:31]3)[CH2:12][CH2:13]2)=[CH:5][CH:4]=1. The catalyst is CCOC(C)=O.CC(O)=O. (5) The reactants are [Br:1][C:2]1[CH:3]=[C:4]([OH:8])[CH:5]=[CH:6][CH:7]=1.Cl[CH2:10][CH2:11][N:12]1[CH2:16][CH2:15][CH2:14][CH2:13]1.C(=O)([O-])[O-].[K+].[K+]. The catalyst is CN(C=O)C. The product is [Br:1][C:2]1[CH:3]=[C:4]([CH:5]=[CH:6][CH:7]=1)[O:8][CH2:10][CH2:11][N:12]1[CH2:16][CH2:15][CH2:14][CH2:13]1. The yield is 0.430. (6) The reactants are [C:1]12([C:11](=[O:25])[CH2:12][S:13][CH2:14][C:15]3[CH:20]=[CH:19][C:18]([C:21]([CH3:24])([CH3:23])[CH3:22])=[CH:17][CH:16]=3)[CH2:10][CH:5]3[CH2:6][CH:7]([CH2:9][CH:3]([CH2:4]3)[CH2:2]1)[CH2:8]2.C1C=C(Cl)C=C(C(OO)=[O:34])C=1. The catalyst is C(Cl)Cl. The product is [C:1]12([C:11](=[O:25])[CH2:12][S:13]([CH2:14][C:15]3[CH:16]=[CH:17][C:18]([C:21]([CH3:22])([CH3:24])[CH3:23])=[CH:19][CH:20]=3)=[O:34])[CH2:10][CH:5]3[CH2:6][CH:7]([CH2:9][CH:3]([CH2:4]3)[CH2:2]1)[CH2:8]2. The yield is 0.200.